Dataset: Reaction yield outcomes from USPTO patents with 853,638 reactions. Task: Predict the reaction yield, written as a fraction of the theoretical maximum amount of product (1.0 means a 100% yield; for example, 0.34 means a 34% yield). The reactants are [Cl:1][C:2]1[CH:3]=[CH:4][C:5]([O:23][CH3:24])=[C:6]([CH:22]=1)[C:7]([NH:9][C:10]1[S:11][C:12]2[C:17]([CH3:19])([CH3:18])[O:16][C:15]([CH3:21])([CH3:20])[C:13]=2[N:14]=1)=[O:8].CC(C)([O-])C.[K+].Br[CH2:32][C:33]1[CH:38]=[CH:37][C:36]([F:39])=[CH:35][C:34]=1[F:40]. The catalyst is CN(C)C=O.O1CCCC1.C(OCC)(=O)C. The product is [Cl:1][C:2]1[CH:3]=[CH:4][C:5]([O:23][CH3:24])=[C:6]([CH:22]=1)[C:7](/[N:9]=[C:10]1\[S:11][C:12]2[C:17]([CH3:18])([CH3:19])[O:16][C:15]([CH3:20])([CH3:21])[C:13]=2[N:14]\1[CH2:32][C:33]1[CH:38]=[CH:37][C:36]([F:39])=[CH:35][C:34]=1[F:40])=[O:8]. The yield is 0.0500.